Dataset: Catalyst prediction with 721,799 reactions and 888 catalyst types from USPTO. Task: Predict which catalyst facilitates the given reaction. (1) Reactant: COC1C=CC(C[N:8]2[C:12]([N:13]([CH3:18])[S:14]([CH3:17])(=[O:16])=[O:15])=[C:11]([C:19]([O:21][CH3:22])=[O:20])[N:10]=[N:9]2)=CC=1. Product: [CH3:18][N:13]([S:14]([CH3:17])(=[O:16])=[O:15])[C:12]1[NH:8][N:9]=[N:10][C:11]=1[C:19]([O:21][CH3:22])=[O:20]. The catalyst class is: 55. (2) Reactant: [F:1][C:2]1[CH:9]=[CH:8][C:5]([C:6]#[N:7])=[C:4]([NH:10][C:11]2[CH:16]=[CH:15][C:14]([C:17]([N:19]3[CH2:24][CH2:23][O:22][CH2:21][CH2:20]3)=[O:18])=[CH:13][CH:12]=2)[CH:3]=1.CC(O)=[O:27]. Product: [F:1][C:2]1[C:3]2[C:12]3[C:11](=[CH:16][CH:15]=[C:14]([C:17]([N:19]4[CH2:20][CH2:21][O:22][CH2:23][CH2:24]4)=[O:18])[CH:13]=3)[NH:10][C:4]=2[C:5]([C:6]([NH2:7])=[O:27])=[CH:8][CH:9]=1. The catalyst class is: 318. (3) Reactant: Cl[C:2]1[N:7]=[C:6]([C:8]2[N:12]3[CH:13]=[CH:14][CH:15]=[CH:16][C:11]3=[N:10][C:9]=2[C:17]2[CH:18]=[CH:19][C:20]([O:34][CH2:35][CH3:36])=[C:21]([CH:33]=2)[C:22]([NH:24][C:25]2[C:30]([F:31])=[CH:29][CH:28]=[CH:27][C:26]=2[F:32])=[O:23])[CH:5]=[CH:4][N:3]=1.[CH3:37][C:38]1[C:39]([CH:47]2[CH2:52][CH2:51][N:50]([CH2:53][CH2:54][CH3:55])[CH2:49][CH2:48]2)=[CH:40][C:41]([O:45][CH3:46])=[C:42]([CH:44]=1)[NH2:43].C1(C)C=CC(S(O)(=O)=O)=CC=1.C[O-].[Na+]. Product: [F:32][C:26]1[CH:27]=[CH:28][CH:29]=[C:30]([F:31])[C:25]=1[NH:24][C:22](=[O:23])[C:21]1[CH:33]=[C:17]([C:9]2[N:10]=[C:11]3[CH:16]=[CH:15][CH:14]=[CH:13][N:12]3[C:8]=2[C:6]2[CH:5]=[CH:4][N:3]=[C:2]([NH:43][C:42]3[CH:44]=[C:38]([CH3:37])[C:39]([CH:47]4[CH2:52][CH2:51][N:50]([CH2:53][CH2:54][CH3:55])[CH2:49][CH2:48]4)=[CH:40][C:41]=3[O:45][CH3:46])[N:7]=2)[CH:18]=[CH:19][C:20]=1[O:34][CH2:35][CH3:36]. The catalyst class is: 812. (4) Reactant: [F:1][C:2]1[CH:3]=[CH:4][C:5](N)=[C:6]2[C:10]=1[O:9][CH:8]([CH3:11])[CH2:7]2.N([O-])=[O:14].[Na+]. Product: [F:1][C:2]1[CH:3]=[CH:4][C:5]([OH:14])=[C:6]2[C:10]=1[O:9][CH:8]([CH3:11])[CH2:7]2. The catalyst class is: 126. (5) Reactant: [CH3:1][O:2][C:3]1[CH:47]=[C:46]([O:48][CH3:49])[CH:45]=[CH:44][C:4]=1[CH2:5][N:6]1[CH:11]=[C:10]([CH2:12][C:13]2[CH:14]=[CH:15][C:16]([F:21])=[C:17]([CH:20]=2)[C:18]#[N:19])[N:9]2[CH:22]=[C:23]([C:25]3[C:33]4[C:28](=[N:29][CH:30]=[CH:31][CH:32]=4)[N:27](S(C4C=CC=CC=4)(=O)=O)[CH:26]=3)[CH:24]=[C:8]2[C:7]1=[O:43].[OH-].[Na+]. Product: [CH3:1][O:2][C:3]1[CH:47]=[C:46]([O:48][CH3:49])[CH:45]=[CH:44][C:4]=1[CH2:5][N:6]1[CH:11]=[C:10]([CH2:12][C:13]2[CH:14]=[CH:15][C:16]([F:21])=[C:17]([CH:20]=2)[C:18]#[N:19])[N:9]2[CH:22]=[C:23]([C:25]3[C:33]4[C:28](=[N:29][CH:30]=[CH:31][CH:32]=4)[NH:27][CH:26]=3)[CH:24]=[C:8]2[C:7]1=[O:43]. The catalyst class is: 38. (6) Reactant: [H-].[Al+3].[Li+].[H-].[H-].[H-].[NH2:7][C:8]1[C:29]([F:30])=[CH:28][CH:27]=[CH:26][C:9]=1[C:10]([NH:12][CH:13]1[CH2:18][CH2:17][N:16]([CH2:19][C:20]2[CH:25]=[CH:24][CH:23]=[CH:22][CH:21]=2)[CH2:15][CH2:14]1)=O. Product: [NH2:7][C:8]1[C:29]([F:30])=[CH:28][CH:27]=[CH:26][C:9]=1[CH2:10][NH:12][CH:13]1[CH2:18][CH2:17][N:16]([CH2:19][C:20]2[CH:25]=[CH:24][CH:23]=[CH:22][CH:21]=2)[CH2:15][CH2:14]1. The catalyst class is: 12.